Predict the reaction yield, written as a fraction of the theoretical maximum amount of product (1.0 means a 100% yield; for example, 0.34 means a 34% yield). From a dataset of Reaction yield outcomes from USPTO patents with 853,638 reactions. (1) The reactants are [CH3:1][C:2]([CH3:4])=[CH2:3].B1C2CCCC1CCC2.[CH2:14]([O:21][C:22]1[CH:31]=[CH:30][C:25]([C:26]([O:28][CH3:29])=[O:27])=[C:24](OS(C(F)(F)F)(=O)=O)[CH:23]=1)[C:15]1[CH:20]=[CH:19][CH:18]=[CH:17][CH:16]=1.C([O-])([O-])=O.[K+].[K+]. The catalyst is C1COCC1.CN(C=O)C.C1C=CC(P(C2C=CC=CC=2)[C-]2C=CC=C2)=CC=1.C1C=CC(P(C2C=CC=CC=2)[C-]2C=CC=C2)=CC=1.Cl[Pd]Cl.[Fe+2].O. The product is [CH2:14]([O:21][C:22]1[CH:31]=[CH:30][C:25]([C:26]([O:28][CH3:29])=[O:27])=[C:24]([CH2:1][CH:2]([CH3:4])[CH3:3])[CH:23]=1)[C:15]1[CH:20]=[CH:19][CH:18]=[CH:17][CH:16]=1. The yield is 0.310. (2) The reactants are [CH2:1]([O:8][C:9]1[C:10]([F:24])=[C:11]([CH:15]([C:17]2[C:22](Cl)=[N:21][CH:20]=[CH:19][N:18]=2)O)[CH:12]=[CH:13][CH:14]=1)[C:2]1[CH:7]=[CH:6][CH:5]=[CH:4][CH:3]=1.[Li]CCCC.CCCCCC.C[C:37]1(C)[CH2:42][CH2:41][CH2:40][C:39](C)(C)[NH:38]1.ClC1C=NC=C[N:48]=1.C(OC1C(F)=C(C=CC=1)C=O)C1C=CC=CC=1. The catalyst is C1COCC1. The product is [NH2:48][C:22]1[C:17]2[N:18]([C:39]([CH:40]3[CH2:41][CH2:42][CH2:37]3)=[N:38][C:15]=2[C:11]2[CH:12]=[CH:13][CH:14]=[C:9]([O:8][CH2:1][C:2]3[CH:7]=[CH:6][CH:5]=[CH:4][CH:3]=3)[C:10]=2[F:24])[CH:19]=[CH:20][N:21]=1. The yield is 0.210. (3) The reactants are [CH:1]1([C:4]2[NH:8][N:7]=[C:6]([NH:9][C:10]3[CH:15]=[CH:14][N:13]=[C:12]([NH:16][CH:17]([C:19]4[N:24]=[CH:23][C:22]5[N:25](CC6C=CC(OC)=CC=6)[CH:26]=[N:27][C:21]=5[CH:20]=4)[CH3:18])[N:11]=3)[CH:5]=2)[CH2:3][CH2:2]1. The catalyst is C(O)(C(F)(F)F)=O. The product is [N:27]1[C:21]2[CH:20]=[C:19]([CH:17]([NH:16][C:12]3[N:11]=[C:10]([NH:9][C:6]4[CH:5]=[C:4]([CH:1]5[CH2:3][CH2:2]5)[NH:8][N:7]=4)[CH:15]=[CH:14][N:13]=3)[CH3:18])[N:24]=[CH:23][C:22]=2[NH:25][CH:26]=1. The yield is 0.460. (4) The reactants are Cl[C:2]1[CH:7]=[CH:6][N:5]=[C:4]([N:8]2[CH:12]=[CH:11][N:10]=[CH:9]2)[N:3]=1.[NH:13]1[CH2:18][CH2:17][CH2:16][CH2:15][CH:14]1[CH2:19][CH2:20][OH:21].CCN(C(C)C)C(C)C. The catalyst is CN(C=O)C. The product is [N:8]1([C:4]2[N:3]=[C:2]([N:13]3[CH2:18][CH2:17][CH2:16][CH2:15][CH:14]3[CH2:19][CH2:20][OH:21])[CH:7]=[CH:6][N:5]=2)[CH:12]=[CH:11][N:10]=[CH:9]1. The yield is 0.460.